From a dataset of TCR-epitope binding with 47,182 pairs between 192 epitopes and 23,139 TCRs. Binary Classification. Given a T-cell receptor sequence (or CDR3 region) and an epitope sequence, predict whether binding occurs between them. (1) The epitope is PKYVKQNTLKLAT. The TCR CDR3 sequence is CASSSDGTGEKLFF. Result: 1 (the TCR binds to the epitope). (2) The epitope is FLYALALLL. The TCR CDR3 sequence is CSARDSRLEWDTQYF. Result: 0 (the TCR does not bind to the epitope). (3) The epitope is NYSGVVTTVMF. The TCR CDR3 sequence is CASSQGMFDYGYTF. Result: 0 (the TCR does not bind to the epitope). (4) The epitope is RILGAGCFV. The TCR CDR3 sequence is CASSQSAGTGELFF. Result: 1 (the TCR binds to the epitope). (5) The epitope is NQKLIANQF. The TCR CDR3 sequence is CASSLVAGEGNTEAFF. Result: 1 (the TCR binds to the epitope).